This data is from Peptide-MHC class I binding affinity with 185,985 pairs from IEDB/IMGT. The task is: Regression. Given a peptide amino acid sequence and an MHC pseudo amino acid sequence, predict their binding affinity value. This is MHC class I binding data. (1) The peptide sequence is ARYSNFAWY. The MHC is HLA-A30:01 with pseudo-sequence HLA-A30:01. The binding affinity (normalized) is 0.0847. (2) The peptide sequence is RLATVGYPK. The MHC is HLA-B40:01 with pseudo-sequence HLA-B40:01. The binding affinity (normalized) is 0.213. (3) The peptide sequence is YMYQYIQEL. The MHC is HLA-C06:02 with pseudo-sequence HLA-C06:02. The binding affinity (normalized) is 0.820. (4) The peptide sequence is WPILGFFPM. The MHC is HLA-B45:06 with pseudo-sequence HLA-B45:06. The binding affinity (normalized) is 0.186. (5) The peptide sequence is YLLLTTNGT. The MHC is HLA-A30:01 with pseudo-sequence HLA-A30:01. The binding affinity (normalized) is 0.213. (6) The peptide sequence is PVDEYITTY. The MHC is HLA-A26:01 with pseudo-sequence HLA-A26:01. The binding affinity (normalized) is 0.104. (7) The peptide sequence is PEGPLGQLL. The MHC is HLA-B58:01 with pseudo-sequence HLA-B58:01. The binding affinity (normalized) is 0.213. (8) The peptide sequence is DINVIGLIVI. The MHC is HLA-A02:01 with pseudo-sequence HLA-A02:01. The binding affinity (normalized) is 0.333.